From a dataset of NCI-60 drug combinations with 297,098 pairs across 59 cell lines. Regression. Given two drug SMILES strings and cell line genomic features, predict the synergy score measuring deviation from expected non-interaction effect. (1) Drug 1: C1=NC2=C(N1)C(=S)N=C(N2)N. Drug 2: CNC(=O)C1=NC=CC(=C1)OC2=CC=C(C=C2)NC(=O)NC3=CC(=C(C=C3)Cl)C(F)(F)F. Cell line: OVCAR3. Synergy scores: CSS=44.3, Synergy_ZIP=-1.79, Synergy_Bliss=-0.474, Synergy_Loewe=-7.86, Synergy_HSA=0.672. (2) Drug 1: CNC(=O)C1=CC=CC=C1SC2=CC3=C(C=C2)C(=NN3)C=CC4=CC=CC=N4. Drug 2: COC1=CC(=CC(=C1O)OC)C2C3C(COC3=O)C(C4=CC5=C(C=C24)OCO5)OC6C(C(C7C(O6)COC(O7)C8=CC=CS8)O)O. Cell line: U251. Synergy scores: CSS=39.5, Synergy_ZIP=-5.01, Synergy_Bliss=-4.02, Synergy_Loewe=-1.57, Synergy_HSA=-0.115. (3) Drug 1: C1CC(C1)(C(=O)O)C(=O)O.[NH2-].[NH2-].[Pt+2]. Drug 2: CC1CCC2CC(C(=CC=CC=CC(CC(C(=O)C(C(C(=CC(C(=O)CC(OC(=O)C3CCCCN3C(=O)C(=O)C1(O2)O)C(C)CC4CCC(C(C4)OC)O)C)C)O)OC)C)C)C)OC. Cell line: HCT116. Synergy scores: CSS=9.20, Synergy_ZIP=0.0214, Synergy_Bliss=2.56, Synergy_Loewe=1.02, Synergy_HSA=2.04. (4) Drug 1: CC1=C(C=C(C=C1)NC2=NC=CC(=N2)N(C)C3=CC4=NN(C(=C4C=C3)C)C)S(=O)(=O)N.Cl. Drug 2: CN1C(=O)N2C=NC(=C2N=N1)C(=O)N. Cell line: HT29. Synergy scores: CSS=-8.92, Synergy_ZIP=3.33, Synergy_Bliss=-2.70, Synergy_Loewe=-7.96, Synergy_HSA=-7.42.